Regression. Given two drug SMILES strings and cell line genomic features, predict the synergy score measuring deviation from expected non-interaction effect. From a dataset of NCI-60 drug combinations with 297,098 pairs across 59 cell lines. (1) Drug 1: COC1=C(C=C2C(=C1)N=CN=C2NC3=CC(=C(C=C3)F)Cl)OCCCN4CCOCC4. Cell line: HCT116. Drug 2: CCCCC(=O)OCC(=O)C1(CC(C2=C(C1)C(=C3C(=C2O)C(=O)C4=C(C3=O)C=CC=C4OC)O)OC5CC(C(C(O5)C)O)NC(=O)C(F)(F)F)O. Synergy scores: CSS=0.224, Synergy_ZIP=-6.49, Synergy_Bliss=-12.3, Synergy_Loewe=-10.5, Synergy_HSA=-10.3. (2) Drug 1: CN1CCC(CC1)COC2=C(C=C3C(=C2)N=CN=C3NC4=C(C=C(C=C4)Br)F)OC. Drug 2: C1=CC=C(C=C1)NC(=O)CCCCCCC(=O)NO. Cell line: OVCAR-8. Synergy scores: CSS=34.0, Synergy_ZIP=-8.92, Synergy_Bliss=0.721, Synergy_Loewe=-14.0, Synergy_HSA=1.70. (3) Drug 1: CC(C1=C(C=CC(=C1Cl)F)Cl)OC2=C(N=CC(=C2)C3=CN(N=C3)C4CCNCC4)N. Drug 2: C1C(C(OC1N2C=C(C(=O)NC2=O)F)CO)O. Cell line: M14. Synergy scores: CSS=15.9, Synergy_ZIP=-0.0324, Synergy_Bliss=3.14, Synergy_Loewe=-17.2, Synergy_HSA=0.312. (4) Drug 1: C1=CC(=CC=C1C#N)C(C2=CC=C(C=C2)C#N)N3C=NC=N3. Drug 2: C1=NNC2=C1C(=O)NC=N2. Cell line: SR. Synergy scores: CSS=-2.78, Synergy_ZIP=4.93, Synergy_Bliss=4.29, Synergy_Loewe=0.805, Synergy_HSA=-1.85.